Task: Predict the product of the given reaction.. Dataset: Forward reaction prediction with 1.9M reactions from USPTO patents (1976-2016) (1) Given the reactants [Cl:1][C:2]1[CH:23]=[C:22]([Cl:24])[CH:21]=[CH:20][C:3]=1[C:4]([C:6]1[C:7]2[CH:15]=[C:14]([C:16]([O:18]C)=[O:17])[CH:13]=[CH:12][C:8]=2[O:9][C:10]=1[CH3:11])=O.CO.[OH-].[Na+], predict the reaction product. The product is: [C:16]([C:14]1[CH:13]=[CH:12][C:8]2[O:9][C:10]([CH3:11])=[C:6]([CH2:4][C:3]3[CH:20]=[CH:21][C:22]([Cl:24])=[CH:23][C:2]=3[Cl:1])[C:7]=2[CH:15]=1)([OH:18])=[O:17]. (2) Given the reactants I[C:2]1[CH:7]=[CH:6][CH:5]=[CH:4][C:3]=1[N+:8]([O-])=O.[NH:11]1[CH2:15][CH2:14][CH2:13][C:12]1=O.C1C=CC(P(C2C(C3C(P(C4C=CC=CC=4)C4C=CC=CC=4)=CC=C4C=3C=CC=C4)=C3C(C=CC=C3)=CC=2)C2C=CC=CC=2)=CC=1.C(=O)([O-])[O-].[Cs+].[Cs+], predict the reaction product. The product is: [CH2:15]1[N:11]2[C:2]3[CH:7]=[CH:6][CH:5]=[CH:4][C:3]=3[N:8]=[C:12]2[CH2:13][CH2:14]1.